This data is from Reaction yield outcomes from USPTO patents with 853,638 reactions. The task is: Predict the reaction yield, written as a fraction of the theoretical maximum amount of product (1.0 means a 100% yield; for example, 0.34 means a 34% yield). The reactants are [Cl:1][C:2]1[CH:32]=[CH:31][C:5]([CH2:6][N:7]2[C:15]3[C:14](=[O:16])[NH:13][C:12](=[O:17])[N:11]([CH3:18])[C:10]=3[N:9]=[C:8]2[O:19][C:20]2[CH:25]=[CH:24][CH:23]=[C:22]([O:26][C:27]([F:30])([F:29])[F:28])[CH:21]=2)=[CH:4][CH:3]=1.C1COCC1.C[CH2:39][CH2:40][CH2:41][N+:42](CCCC)(CCCC)CCCC.[OH-].C(#N)C=C. The catalyst is C(Cl)Cl.O.C(#N)C. The product is [Cl:1][C:2]1[CH:3]=[CH:4][C:5]([CH2:6][N:7]2[C:15]3[C:14](=[O:16])[N:13]([CH2:39][CH2:40][C:41]#[N:42])[C:12](=[O:17])[N:11]([CH3:18])[C:10]=3[N:9]=[C:8]2[O:19][C:20]2[CH:25]=[CH:24][CH:23]=[C:22]([O:26][C:27]([F:30])([F:28])[F:29])[CH:21]=2)=[CH:31][CH:32]=1. The yield is 0.688.